Task: Predict the product of the given reaction.. Dataset: Forward reaction prediction with 1.9M reactions from USPTO patents (1976-2016) (1) Given the reactants C([N:8](CC1C=CC=CC=1)[C:9]1[CH:14]=[C:13]([C:15]2[O:19][N:18]=[CH:17][CH:16]=2)[CH:12]=[C:11]([F:20])[CH:10]=1)C1C=CC=CC=1.CCOC(C)=O.CO, predict the reaction product. The product is: [F:20][C:11]1[CH:10]=[C:9]([NH2:8])[CH:14]=[C:13]([C:15]2[O:19][N:18]=[CH:17][CH:16]=2)[CH:12]=1. (2) Given the reactants [F:1][C:2]1[CH:7]=[CH:6][C:5](B(O)O)=[CH:4][CH:3]=1.Br[C:12]1[CH:17]=[CH:16][C:15]([Br:18])=[CH:14][N:13]=1.C(=O)([O-])[O-].[Na+].[Na+].C(OCC)(=O)C, predict the reaction product. The product is: [Br:18][C:15]1[CH:16]=[CH:17][C:12]([C:5]2[CH:6]=[CH:7][C:2]([F:1])=[CH:3][CH:4]=2)=[N:13][CH:14]=1.